Task: Regression. Given two drug SMILES strings and cell line genomic features, predict the synergy score measuring deviation from expected non-interaction effect.. Dataset: NCI-60 drug combinations with 297,098 pairs across 59 cell lines (1) Drug 1: C1CCC(C1)C(CC#N)N2C=C(C=N2)C3=C4C=CNC4=NC=N3. Drug 2: CC12CCC3C(C1CCC2OP(=O)(O)O)CCC4=C3C=CC(=C4)OC(=O)N(CCCl)CCCl.[Na+]. Cell line: NCI-H522. Synergy scores: CSS=11.1, Synergy_ZIP=-2.31, Synergy_Bliss=-10.9, Synergy_Loewe=-13.6, Synergy_HSA=-9.97. (2) Drug 1: CC1C(C(CC(O1)OC2CC(CC3=C2C(=C4C(=C3O)C(=O)C5=C(C4=O)C(=CC=C5)OC)O)(C(=O)C)O)N)O.Cl. Cell line: ACHN. Drug 2: CC=C1C(=O)NC(C(=O)OC2CC(=O)NC(C(=O)NC(CSSCCC=C2)C(=O)N1)C(C)C)C(C)C. Synergy scores: CSS=25.4, Synergy_ZIP=5.47, Synergy_Bliss=2.91, Synergy_Loewe=-1.81, Synergy_HSA=5.45. (3) Drug 1: CS(=O)(=O)C1=CC(=C(C=C1)C(=O)NC2=CC(=C(C=C2)Cl)C3=CC=CC=N3)Cl. Drug 2: CN(CC1=CN=C2C(=N1)C(=NC(=N2)N)N)C3=CC=C(C=C3)C(=O)NC(CCC(=O)O)C(=O)O. Cell line: SN12C. Synergy scores: CSS=11.3, Synergy_ZIP=-4.36, Synergy_Bliss=1.13, Synergy_Loewe=-11.7, Synergy_HSA=1.08.